Dataset: Full USPTO retrosynthesis dataset with 1.9M reactions from patents (1976-2016). Task: Predict the reactants needed to synthesize the given product. (1) Given the product [C:1]([CH2:3][C:4]([N:6]1[CH2:10][CH2:9][CH2:8][C@@H:7]1[CH2:11][N:12]1[C:16]2[CH:17]=[CH:18][C:19]([CH:21]=[O:22])=[CH:20][C:15]=2[N:14]=[C:13]1[NH:23][C:24]([C:26]1[O:30][N:29]=[CH:28][CH:27]=1)=[O:25])=[O:5])#[N:2], predict the reactants needed to synthesize it. The reactants are: [C:1]([CH2:3][C:4]([N:6]1[CH2:10][CH2:9][CH2:8][C@@H:7]1[CH2:11][N:12]1[C:16]2[CH:17]=[CH:18][C:19]([CH2:21][OH:22])=[CH:20][C:15]=2[N:14]=[C:13]1[NH:23][C:24]([C:26]1[O:30][N:29]=[CH:28][CH:27]=1)=[O:25])=[O:5])#[N:2].CC(OI1(OC(C)=O)(OC(C)=O)OC(=O)C2C=CC=CC1=2)=O.C(Cl)Cl. (2) Given the product [CH3:21][O:20][C:17]1[CH:18]=[CH:19][C:14]([S:11]([C:6]2([C:4]([OH:5])=[O:3])[CH2:10][CH2:9][CH2:8][CH2:7]2)(=[O:13])=[O:12])=[CH:15][CH:16]=1, predict the reactants needed to synthesize it. The reactants are: C([O:3][C:4]([C:6]1([S:11]([C:14]2[CH:19]=[CH:18][C:17]([O:20][CH3:21])=[CH:16][CH:15]=2)(=[O:13])=[O:12])[CH2:10][CH2:9][CH2:8][CH2:7]1)=[O:5])C. (3) Given the product [CH3:23][CH:22]([CH3:24])[CH2:21][S:18]([N:14]1[CH2:15][CH2:16][CH2:17][C@H:12]([NH:11][C:9]2[C:8]([C:25]3[N:26]=[C:27]4[CH:33]=[CH:32][NH:31][C:28]4=[N:29][CH:30]=3)=[CH:7][N:6]=[C:5]([N:42]3[CH2:47][CH2:46][O:45][CH2:44][CH2:43]3)[N:10]=2)[CH2:13]1)(=[O:20])=[O:19], predict the reactants needed to synthesize it. The reactants are: CS([C:5]1[N:10]=[C:9]([NH:11][C@H:12]2[CH2:17][CH2:16][CH2:15][N:14]([S:18]([CH2:21][CH:22]([CH3:24])[CH3:23])(=[O:20])=[O:19])[CH2:13]2)[C:8]([C:25]2[N:26]=[C:27]3[CH:33]=[CH:32][N:31](COCC[Si](C)(C)C)[C:28]3=[N:29][CH:30]=2)=[CH:7][N:6]=1)(=O)=O.[NH:42]1[CH2:47][CH2:46][O:45][CH2:44][CH2:43]1.CS(C)(=O)=O. (4) Given the product [CH2:6]([O:10][C:11]1[C:16]([F:17])=[C:15]([N:29]2[CH2:30][CH2:31][CH2:32][CH:27]([CH3:26])[CH2:28]2)[N:14]=[CH:13][N:12]=1)[C:7]#[C:8][CH3:9], predict the reactants needed to synthesize it. The reactants are: CN(C)C=O.[CH2:6]([O:10][C:11]1[C:16]([F:17])=[C:15](Cl)[N:14]=[CH:13][N:12]=1)[C:7]#[C:8][CH3:9].C(=O)([O-])[O-].[K+].[K+].F[C:26](F)(F)[CH:27]1[CH2:32][CH2:31][CH2:30][NH:29][CH2:28]1. (5) Given the product [CH3:1][O:2][C:3]1[CH:4]=[C:5]([CH:11]=[CH:12][C:13]2[O:15][N:27]=[C:18]([CH2:19][CH2:20][CH2:21][CH2:22][CH2:23][CH2:24][CH2:25][CH3:26])[N:17]=2)[CH:6]=[CH:7][C:8]=1[O:9][CH3:10], predict the reactants needed to synthesize it. The reactants are: [CH3:1][O:2][C:3]1[CH:4]=[C:5]([CH:11]=[CH:12][C:13]([OH:15])=O)[CH:6]=[CH:7][C:8]=1[O:9][CH3:10].O[NH:17][C:18](=[NH:27])[CH2:19][CH2:20][CH2:21][CH2:22][CH2:23][CH2:24][CH2:25][CH3:26]. (6) Given the product [CH3:51][O:50][C:48]1[CH:47]=[C:45]([NH:46][CH:12]([C:13]2[CH:14]=[N:15][CH:16]=[CH:17][CH:18]=2)[C:11]([C:4]2[C:5]3[C:10](=[CH:9][CH:8]=[CH:7][CH:6]=3)[N:2]([CH3:1])[CH:3]=2)=[O:19])[CH:44]=[C:43]([O:42][CH3:41])[CH:49]=1, predict the reactants needed to synthesize it. The reactants are: [CH3:1][N:2]1[C:10]2[C:5](=[CH:6][CH:7]=[CH:8][CH:9]=2)[C:4]([C:11](=[O:19])[CH2:12][C:13]2[CH:14]=[N:15][CH:16]=[CH:17][CH:18]=2)=[CH:3]1.[Br-].[Br-].[Br-].[NH+]1C=CC=CC=1.[NH+]1C=CC=CC=1.[NH+]1C=CC=CC=1.[CH3:41][O:42][C:43]1[CH:44]=[C:45]([CH:47]=[C:48]([O:50][CH3:51])[CH:49]=1)[NH2:46]. (7) Given the product [Br:1][C:12]1[CH:11]=[C:6]([CH:5]=[C:4]([F:3])[C:13]=1[OH:14])[C:7]([O:9][CH3:10])=[O:8], predict the reactants needed to synthesize it. The reactants are: [Br:1]Br.[F:3][C:4]1[CH:5]=[C:6]([CH:11]=[CH:12][C:13]=1[OH:14])[C:7]([O:9][CH3:10])=[O:8].C(Cl)Cl.C(O)(=O)C. (8) Given the product [CH2:1]([N:3]1[C:7]([CH:8]=[N:11][OH:12])=[N:6][CH:5]=[N:4]1)[CH3:2], predict the reactants needed to synthesize it. The reactants are: [CH2:1]([N:3]1[C:7]([CH:8]=O)=[N:6][CH:5]=[N:4]1)[CH3:2].Cl.[NH2:11][OH:12].C(=O)(O)[O-].[Na+].